This data is from Reaction yield outcomes from USPTO patents with 853,638 reactions. The task is: Predict the reaction yield, written as a fraction of the theoretical maximum amount of product (1.0 means a 100% yield; for example, 0.34 means a 34% yield). (1) The product is [CH2:1]([C:4]1([N:15]=[N+:16]=[N-:17])[CH2:9][C:8]([CH3:11])([CH3:10])[CH2:7][C:6]([CH3:13])([CH3:12])[CH2:5]1)[CH:2]=[CH2:3]. The reactants are [CH2:1]([C:4]1(O)[CH2:9][C:8]([CH3:11])([CH3:10])[CH2:7][C:6]([CH3:13])([CH3:12])[CH2:5]1)[CH:2]=[CH2:3].[N:15]([Si](C)(C)C)=[N+:16]=[N-:17].B(F)(F)F.O. The catalyst is C1C=CC=CC=1. The yield is 0.117. (2) The reactants are [CH2:1]([O:3][C:4]([C:6]1[C:7](=[N:23]O)[C:8]2[C:13]([C:14]=1[C:15]1[CH:20]=[CH:19][CH:18]=[CH:17][CH:16]=1)=[CH:12][CH:11]=[C:10]([O:21][CH3:22])[CH:9]=2)=[O:5])[CH3:2]. The catalyst is CO.[Pd]. The product is [CH2:1]([O:3][C:4]([C:6]1[CH:7]([NH2:23])[C:8]2[C:13]([C:14]=1[C:15]1[CH:20]=[CH:19][CH:18]=[CH:17][CH:16]=1)=[CH:12][CH:11]=[C:10]([O:21][CH3:22])[CH:9]=2)=[O:5])[CH3:2]. The yield is 0.820. (3) The reactants are C(OC([NH:8][C@@H:9]1[CH2:14][CH2:13][CH2:12][N:11]([C:15]2[CH:20]=[CH:19][N:18]=[C:17]3[N:21](C(OC(C)(C)C)=O)[CH:22]=[C:23]([NH:24][C:25](=[O:29])[CH:26]([CH3:28])[CH3:27])[C:16]=23)[CH2:10]1)=O)(C)(C)C.C(O)(C(F)(F)F)=O.C(Cl)[Cl:45]. No catalyst specified. The product is [ClH:45].[NH2:8][C@@H:9]1[CH2:14][CH2:13][CH2:12][N:11]([C:15]2[CH:20]=[CH:19][N:18]=[C:17]3[NH:21][CH:22]=[C:23]([NH:24][C:25](=[O:29])[CH:26]([CH3:27])[CH3:28])[C:16]=23)[CH2:10]1. The yield is 0.270. (4) The reactants are [CH:1]1([C@@H:6]2[NH:11][C:10](=[O:12])[C@H:9]([CH2:13][CH:14]([CH3:16])[CH3:15])[NH:8][CH2:7]2)[CH2:5][CH2:4][CH2:3][CH2:2]1.[Cl:17][C:18]1[CH:23]=[CH:22][C:21]([C@@H:24]2[CH2:26][C@H:25]2[C:27](O)=[O:28])=[C:20]([F:30])[CH:19]=1.C([C@@H]1N(C(=O)/C=C/C2C=CC=CC=2)C[C@H](CC(C)C)NC1=O)C(C)C. No catalyst specified. The product is [Cl:17][C:18]1[CH:23]=[CH:22][C:21]([C@@H:24]2[CH2:26][C@H:25]2[C:27]([N:8]2[CH2:7][C@H:6]([CH:1]3[CH2:2][CH2:3][CH2:4][CH2:5]3)[NH:11][C:10](=[O:12])[C@@H:9]2[CH2:13][CH:14]([CH3:16])[CH3:15])=[O:28])=[C:20]([F:30])[CH:19]=1. The yield is 0.474. (5) The reactants are [C:1]([N:9]1[CH2:22][CH2:21][C:20]2[C:19]3[CH:18]=[C:17](Br)[CH:16]=[CH:15][C:14]=3[NH:13][C:12]=2[CH2:11][CH2:10]1)(=[O:8])[C:2]1[CH:7]=[CH:6][CH:5]=[CH:4][CH:3]=1.[C:24]1([OH:30])[CH:29]=[CH:28][CH:27]=[CH:26][CH:25]=1.C(=O)([O-])[O-].[Cs+].[Cs+]. The catalyst is CC1C=CC=CC=1C.[Cu-]=O. The product is [C:1]([N:9]1[CH2:22][CH2:21][C:20]2[C:19]3[CH:18]=[C:17]([O:30][C:24]4[CH:29]=[CH:28][CH:27]=[CH:26][CH:25]=4)[CH:16]=[CH:15][C:14]=3[NH:13][C:12]=2[CH2:11][CH2:10]1)(=[O:8])[C:2]1[CH:7]=[CH:6][CH:5]=[CH:4][CH:3]=1. The yield is 0.100. (6) The product is [C:1]([NH:5][S:6]([C:9]1[CH:14]=[CH:13][C:12]([N:15]2[C:19]([CH2:20][CH:21]3[CH2:26][CH2:25][CH2:24][CH2:23][CH2:22]3)=[C:18]([CH3:27])[C:17]([C:28]([NH:30][CH2:31][CH2:32][C:33]([CH3:38])([CH3:39])[C:34]([OH:36])=[O:35])=[O:29])=[CH:16]2)=[CH:11][C:10]=1[C:40]([F:42])([F:43])[F:41])(=[O:8])=[O:7])([CH3:2])([CH3:3])[CH3:4]. The catalyst is CO.O. The reactants are [C:1]([NH:5][S:6]([C:9]1[CH:14]=[CH:13][C:12]([N:15]2[C:19]([CH2:20][CH:21]3[CH2:26][CH2:25][CH2:24][CH2:23][CH2:22]3)=[C:18]([CH3:27])[C:17]([C:28]([NH:30][CH2:31][CH2:32][C:33]([CH3:39])([CH3:38])[C:34]([O:36]C)=[O:35])=[O:29])=[CH:16]2)=[CH:11][C:10]=1[C:40]([F:43])([F:42])[F:41])(=[O:8])=[O:7])([CH3:4])([CH3:3])[CH3:2].O[Li].O. The yield is 0.100. (7) The reactants are Cl.[NH2:2][CH:3]([C:5]1[CH:10]=[CH:9][C:8]([C:11]([CH3:15])([CH3:14])[C:12]#[N:13])=[CH:7][CH:6]=1)[CH3:4].[C:16]([C:18]1[C:23]2[N:24]([CH2:27][C:28](O)=[O:29])[CH:25]=[N:26][C:22]=2[CH:21]=[CH:20][CH:19]=1)#[N:17].CN(C(ON1N=NC2C=CC=NC1=2)=[N+](C)C)C.F[P-](F)(F)(F)(F)F. The catalyst is CN(C1C=CN=CC=1)C.CN(C=O)C. The product is [C:16]([C:18]1[C:23]2[N:24]([CH2:27][C:28]([NH:2][C@H:3]([C:5]3[CH:10]=[CH:9][C:8]([C:11]([C:12]#[N:13])([CH3:14])[CH3:15])=[CH:7][CH:6]=3)[CH3:4])=[O:29])[CH:25]=[N:26][C:22]=2[CH:21]=[CH:20][CH:19]=1)#[N:17]. The yield is 0.660. (8) The reactants are [F:1][CH:2]([F:19])[C:3]1([C:11]2[CH:16]=[CH:15][CH:14]=[C:13]([F:17])[C:12]=2[CH3:18])[CH:9]2[CH:7]([CH2:8]2)[O:6][C:5]([NH2:10])=[N:4]1.[N+:20]([O-])([O-:22])=[O:21].[Na+].[O-]P([O-])([O-])=O.[K+].[K+].[K+].C(=O)(O)[O-].[Na+]. The catalyst is S(=O)(=O)(O)O.O.ClCCl. The product is [F:19][CH:2]([F:1])[C:3]1([C:11]2[CH:16]=[C:15]([N+:20]([O-:22])=[O:21])[CH:14]=[C:13]([F:17])[C:12]=2[CH3:18])[CH:9]2[CH:7]([CH2:8]2)[O:6][C:5]([NH2:10])=[N:4]1. The yield is 0.401. (9) The reactants are [Br:1][C:2]1[C:3](N)=[N:4][CH:5]=[C:6]([F:8])[CH:7]=1.[Br:10]Br.N([O-])=O.[Na+].S([O-])([O-])=O.[Na+].[Na+]. The catalyst is Br.O. The product is [Br:10][C:3]1[C:2]([Br:1])=[CH:7][C:6]([F:8])=[CH:5][N:4]=1. The yield is 0.500.